Dataset: Full USPTO retrosynthesis dataset with 1.9M reactions from patents (1976-2016). Task: Predict the reactants needed to synthesize the given product. (1) Given the product [Cl:22][C:23]1[CH:24]=[C:25]([C:2]2[CH:3]=[CH:4][C:5]3[N:12]4[CH2:13][C@H:8]([CH2:9][CH2:10][CH2:11]4)[N:7]([C:14]([O:16][C:17]([CH3:20])([CH3:18])[CH3:19])=[O:15])[C:6]=3[N:21]=2)[CH:26]=[N:27][CH:28]=1, predict the reactants needed to synthesize it. The reactants are: Cl[C:2]1[CH:3]=[CH:4][C:5]2[N:12]3[CH2:13][C@H:8]([CH2:9][CH2:10][CH2:11]3)[N:7]([C:14]([O:16][C:17]([CH3:20])([CH3:19])[CH3:18])=[O:15])[C:6]=2[N:21]=1.[Cl:22][C:23]1[CH:24]=[C:25](B(O)O)[CH:26]=[N:27][CH:28]=1.C([O-])([O-])=O.[Cs+].[Cs+]. (2) Given the product [Cl:1][C:2]1[CH:7]=[CH:6][N:5]2[CH:14]=[CH:15][N:8]=[C:4]2[CH:3]=1, predict the reactants needed to synthesize it. The reactants are: [Cl:1][C:2]1[CH:7]=[CH:6][N:5]=[C:4]([NH2:8])[CH:3]=1.C([O-])(O)=O.[Na+].[CH3:14][CH2:15]O.